This data is from Full USPTO retrosynthesis dataset with 1.9M reactions from patents (1976-2016). The task is: Predict the reactants needed to synthesize the given product. (1) The reactants are: [Cl:1][C:2]1[CH:7]=[CH:6][C:5]([S:8]([CH:11]([C:24]2[CH:29]=[C:28]([F:30])[CH:27]=[CH:26][C:25]=2[F:31])[C:12]2[N:17]=[CH:16][C:15]([CH2:18][CH2:19][C:20]([O:22]C)=[O:21])=[CH:14][CH:13]=2)(=[O:10])=[O:9])=[CH:4][CH:3]=1.[OH-].[Li+].S([O-])(O)(=O)=O.[Na+]. Given the product [Cl:1][C:2]1[CH:7]=[CH:6][C:5]([S:8]([CH:11]([C:24]2[CH:29]=[C:28]([F:30])[CH:27]=[CH:26][C:25]=2[F:31])[C:12]2[N:17]=[CH:16][C:15]([CH2:18][CH2:19][C:20]([OH:22])=[O:21])=[CH:14][CH:13]=2)(=[O:10])=[O:9])=[CH:4][CH:3]=1, predict the reactants needed to synthesize it. (2) Given the product [Cl:34][CH2:35][C:36]([N:1]1[CH2:6][CH2:5][CH:4]([CH2:7][NH:8][C:9](=[O:24])[C:10]2[CH:11]=[C:12]([C:20]([F:21])([F:22])[F:23])[CH:13]=[C:14]([C:16]([F:18])([F:19])[F:17])[CH:15]=2)[CH2:3][CH2:2]1)=[O:37], predict the reactants needed to synthesize it. The reactants are: [NH:1]1[CH2:6][CH2:5][CH:4]([CH2:7][NH:8][C:9](=[O:24])[C:10]2[CH:15]=[C:14]([C:16]([F:19])([F:18])[F:17])[CH:13]=[C:12]([C:20]([F:23])([F:22])[F:21])[CH:11]=2)[CH2:3][CH2:2]1.CCN(C(C)C)C(C)C.[Cl:34][CH2:35][C:36](Cl)=[O:37].